From a dataset of Peptide-MHC class I binding affinity with 185,985 pairs from IEDB/IMGT. Regression. Given a peptide amino acid sequence and an MHC pseudo amino acid sequence, predict their binding affinity value. This is MHC class I binding data. The peptide sequence is ISTNIRQAGVQYSR. The MHC is HLA-B35:01 with pseudo-sequence HLA-B35:01. The binding affinity (normalized) is 0.